Dataset: Reaction yield outcomes from USPTO patents with 853,638 reactions. Task: Predict the reaction yield, written as a fraction of the theoretical maximum amount of product (1.0 means a 100% yield; for example, 0.34 means a 34% yield). (1) The reactants are [NH2:1][CH2:2][CH2:3][N:4]([CH3:28])[C:5](=[O:27])[CH2:6][CH2:7]/[CH:8]=[CH:9]\[CH2:10]/[CH:11]=[CH:12]\[CH2:13]/[CH:14]=[CH:15]\[CH2:16]/[CH:17]=[CH:18]\[CH2:19]/[CH:20]=[CH:21]\[CH2:22]/[CH:23]=[CH:24]\[CH2:25][CH3:26].[OH:29][C:30]1[CH:38]=[CH:37][CH:36]=[CH:35][C:31]=1[C:32](Cl)=[O:33].N1C=CN=C1.C1CCC(N=C=NC2CCCCC2)CC1. The catalyst is CC(=O)OCC. The product is [OH:29][C:30]1[CH:38]=[CH:37][CH:36]=[CH:35][C:31]=1[C:32]([NH:1][CH2:2][CH2:3][N:4]([CH3:28])[C:5](=[O:27])[CH2:6][CH2:7]/[CH:8]=[CH:9]\[CH2:10]/[CH:11]=[CH:12]\[CH2:13]/[CH:14]=[CH:15]\[CH2:16]/[CH:17]=[CH:18]\[CH2:19]/[CH:20]=[CH:21]\[CH2:22]/[CH:23]=[CH:24]\[CH2:25][CH3:26])=[O:33]. The yield is 0.730. (2) The reactants are [Br:1][C:2]1[CH:3]=[C:4]2[C:9](=[CH:10][CH:11]=1)[C:7](=[O:8])[O:6][CH2:5]2.[F:12][C:13]1[CH:18]=[CH:17][C:16]([OH:19])=[CH:15][CH:14]=1.CO.C[O-].[Na+].Cl. The yield is 0.360. The product is [Br:1][C:2]1[CH:11]=[CH:10][C:9]([C:7]([OH:6])=[O:8])=[C:4]([CH2:5][O:19][C:16]2[CH:17]=[CH:18][C:13]([F:12])=[CH:14][CH:15]=2)[CH:3]=1. The catalyst is CN(C=O)C.